Dataset: Full USPTO retrosynthesis dataset with 1.9M reactions from patents (1976-2016). Task: Predict the reactants needed to synthesize the given product. (1) Given the product [CH3:1][N:2]1[CH2:8][CH2:7][CH2:6][C:5]2([CH2:17][C:16](=[O:18])[C:15]3[C:10](=[CH:11][CH:12]=[C:13](/[CH:19]=[CH:20]/[C:21]([NH:24][O:25][CH:26]4[CH2:31][CH2:30][CH2:29][CH2:28][O:27]4)=[O:22])[CH:14]=3)[O:9]2)[CH2:4][CH2:3]1, predict the reactants needed to synthesize it. The reactants are: [CH3:1][N:2]1[CH2:8][CH2:7][CH2:6][C:5]2([CH2:17][C:16](=[O:18])[C:15]3[C:10](=[CH:11][CH:12]=[C:13](/[CH:19]=[CH:20]/[C:21](O)=[O:22])[CH:14]=3)[O:9]2)[CH2:4][CH2:3]1.[NH2:24][O:25][CH:26]1[CH2:31][CH2:30][CH2:29][CH2:28][O:27]1. (2) Given the product [NH:29]1[C:30]2=[N:31][CH:32]=[CH:33][CH:34]=[C:35]2[C:27]([CH2:26][O:25][CH2:24][CH:21]2[CH2:20][CH2:19][C:18]([CH2:14][CH2:15][CH2:16][CH3:17])([N:43]([CH3:45])[CH3:44])[CH2:23][CH2:22]2)=[CH:28]1, predict the reactants needed to synthesize it. The reactants are: O.[F-].C([N+](C)(C)C)C1C=CC=CC=1.[CH2:14]([C:18]1([N:43]([CH3:45])[CH3:44])[CH2:23][CH2:22][CH:21]([CH2:24][O:25][CH2:26][C:27]2[C:35]3[C:30](=[N:31][CH:32]=[CH:33][CH:34]=3)[NH:29][C:28]=2[Si](CC)(CC)CC)[CH2:20][CH2:19]1)[CH2:15][CH2:16][CH3:17]. (3) Given the product [F:30][C:6]1[CH:5]=[C:4]([F:31])[C:3]([CH2:2][NH:1][CH2:45][C:46]([F:49])([F:48])[F:47])=[CH:8][C:7]=1[C@:9]12[CH2:18][O:17][C@@H:16]([CH2:19][F:20])[CH2:15][C@H:14]1[CH2:13][S:12][C:11]([NH:21][C:22](=[O:29])[C:23]1[CH:24]=[CH:25][CH:26]=[CH:27][CH:28]=1)=[N:10]2, predict the reactants needed to synthesize it. The reactants are: [NH2:1][CH2:2][C:3]1[C:4]([F:31])=[CH:5][C:6]([F:30])=[C:7]([C@:9]23[CH2:18][O:17][C@@H:16]([CH2:19][F:20])[CH2:15][C@H:14]2[CH2:13][S:12][C:11]([NH:21][C:22](=[O:29])[C:23]2[CH:28]=[CH:27][CH:26]=[CH:25][CH:24]=2)=[N:10]3)[CH:8]=1.C(N(CC)CC)C.FC(F)(F)S(O[CH2:45][C:46]([F:49])([F:48])[F:47])(=O)=O. (4) Given the product [OH:26][CH2:25][C:21]1[CH:20]=[C:19]([CH2:18][C@H:17]([NH:16][C:9](=[O:10])[O:11][C:12]([CH3:13])([CH3:14])[CH3:15])[CH3:27])[CH:24]=[CH:23][CH:22]=1, predict the reactants needed to synthesize it. The reactants are: [C:9](O[C:9]([O:11][C:12]([CH3:15])([CH3:14])[CH3:13])=[O:10])([O:11][C:12]([CH3:15])([CH3:14])[CH3:13])=[O:10].[NH2:16][C@H:17]([CH3:27])[CH2:18][C:19]1[CH:20]=[C:21]([CH2:25][OH:26])[CH:22]=[CH:23][CH:24]=1.C(N(CC)CC)C. (5) Given the product [F:1][C:2]1[CH:3]=[C:4]([CH:9]=[CH:10][C:11]=1[C:12]1[CH:17]=[N:16][C:15]([O:18][CH2:19][CH:20]2[CH2:21][CH2:22][N:23]([CH2:26][C:27]3([C:31]([F:34])([F:32])[F:33])[CH2:28][CH2:29][CH2:30]3)[CH2:24][CH2:25]2)=[CH:14][N:13]=1)[C:5]([OH:7])=[O:6], predict the reactants needed to synthesize it. The reactants are: [F:1][C:2]1[CH:3]=[C:4]([CH:9]=[CH:10][C:11]=1[C:12]1[CH:17]=[N:16][C:15]([O:18][CH2:19][CH:20]2[CH2:25][CH2:24][N:23]([CH2:26][C:27]3([C:31]([F:34])([F:33])[F:32])[CH2:30][CH2:29][CH2:28]3)[CH2:22][CH2:21]2)=[CH:14][N:13]=1)[C:5]([O:7]C)=[O:6].O[Li].O. (6) Given the product [C:19]([C:18]1[CH:17]=[C:16]([NH:15][S:2]([C:5]2[CH:14]=[CH:13][CH:12]=[CH:11][C:6]=2[C:7]([O:9][CH3:10])=[O:8])(=[O:4])=[O:3])[CH:26]=[CH:25][CH:24]=1)([O:21][CH2:22][CH3:23])=[O:20], predict the reactants needed to synthesize it. The reactants are: Cl[S:2]([C:5]1[CH:14]=[CH:13][CH:12]=[CH:11][C:6]=1[C:7]([O:9][CH3:10])=[O:8])(=[O:4])=[O:3].[NH2:15][C:16]1[CH:17]=[C:18]([CH:24]=[CH:25][CH:26]=1)[C:19]([O:21][CH2:22][CH3:23])=[O:20].C(N(CC)CC)C.C(OCC)C. (7) Given the product [Br:1][C:2]1[N:7]([CH3:8])[C:6](=[O:9])[N:5]([CH2:17][O:16][CH2:15][CH2:14][Si:13]([CH3:20])([CH3:19])[CH3:12])[C:4](=[O:10])[C:3]=1[CH3:11], predict the reactants needed to synthesize it. The reactants are: [Br:1][C:2]1[N:7]([CH3:8])[C:6](=[O:9])[NH:5][C:4](=[O:10])[C:3]=1[CH3:11].[CH3:12][Si:13]([CH3:20])([CH3:19])[CH2:14][CH2:15][O:16][CH2:17]Cl.N12CCCN=C1CCCCC2. (8) Given the product [CH3:1][C:2]1[O:6][N:5]=[C:4]([NH:7][C:8]([N:30]2[CH2:31][CH2:32][N:27]([C:25]3[S:24][N:23]=[C:22]([C:16]4[CH:21]=[CH:20][CH:19]=[CH:18][CH:17]=4)[N:26]=3)[CH2:28][CH2:29]2)=[O:15])[CH:3]=1, predict the reactants needed to synthesize it. The reactants are: [CH3:1][C:2]1[O:6][N:5]=[C:4]([NH:7][C:8](=[O:15])OCC(Cl)(Cl)Cl)[CH:3]=1.[C:16]1([C:22]2[N:26]=[C:25]([N:27]3[CH2:32][CH2:31][NH:30][CH2:29][CH2:28]3)[S:24][N:23]=2)[CH:21]=[CH:20][CH:19]=[CH:18][CH:17]=1.C(N(C(C)C)CC)(C)C.O. (9) Given the product [C:29]([O:28][C:26]([NH:25][C@:7]([CH3:24])([CH2:8][CH2:9][C:10]1[CH:15]=[CH:14][C:13]([O:16][CH2:17][CH2:18][CH2:19][CH2:20][CH2:21][CH2:22][CH3:23])=[CH:12][CH:11]=1)/[CH:6]=[CH:5]/[C:4]([OH:33])=[O:3])=[O:27])([CH3:32])([CH3:31])[CH3:30], predict the reactants needed to synthesize it. The reactants are: C([O:3][C:4](=[O:33])/[CH:5]=[CH:6]/[C@@:7]([NH:25][C:26]([O:28][C:29]([CH3:32])([CH3:31])[CH3:30])=[O:27])([CH3:24])[CH2:8][CH2:9][C:10]1[CH:15]=[CH:14][C:13]([O:16][CH2:17][CH2:18][CH2:19][CH2:20][CH2:21][CH2:22][CH3:23])=[CH:12][CH:11]=1)C.[OH-].[Li+].CCOC(C)=O.Cl. (10) Given the product [N+:1]([CH2:4][C:5]1[CH:6]=[N:7][N:8]([CH:11]2[CH2:12][CH2:13][CH2:14][CH2:15][O:10]2)[CH:9]=1)([O-:3])=[O:2], predict the reactants needed to synthesize it. The reactants are: [N+:1]([CH2:4][C:5]1[CH:6]=[N:7][NH:8][CH:9]=1)([O-:3])=[O:2].[O:10]1[CH:15]=[CH:14][CH2:13][CH2:12][CH2:11]1.O.CC1C=CC(S(O)(=O)=O)=CC=1.C(=O)([O-])O.[Na+].